Dataset: Forward reaction prediction with 1.9M reactions from USPTO patents (1976-2016). Task: Predict the product of the given reaction. (1) Given the reactants [C:1]1([OH:7])[CH:6]=[CH:5][CH:4]=[CH:3][CH:2]=1.[H-].[Na+].Br[CH2:11][C:12]1[CH:21]=[C:20]2[C:15]([CH:16]=[C:17]([C:26]([O:28][CH2:29][CH3:30])=[O:27])[CH:18]([C:22]([F:25])([F:24])[F:23])[O:19]2)=[CH:14][C:13]=1[Cl:31], predict the reaction product. The product is: [Cl:31][C:13]1[CH:14]=[C:15]2[C:20](=[CH:21][C:12]=1[CH2:11][O:7][C:1]1[CH:6]=[CH:5][CH:4]=[CH:3][CH:2]=1)[O:19][CH:18]([C:22]([F:25])([F:24])[F:23])[C:17]([C:26]([O:28][CH2:29][CH3:30])=[O:27])=[CH:16]2. (2) Given the reactants I([O-])(=O)(=O)=O.[Na+].[C:12]([OH:14])(=[O:13])[CH:10]([CH:10]([C:12]([OH:14])=[O:13])[OH:11])[OH:11].[OH-].[Na+].[CH3:19][O:20][C:21]1[CH:26]=[CH:25][C:24]([CH2:27][C:28]([C:30]2[CH:35]=[CH:34][C:33]([O:36][CH3:37])=[CH:32][CH:31]=2)=[O:29])=[CH:23][CH:22]=1, predict the reaction product. The product is: [CH3:19][O:20][C:21]1[CH:22]=[CH:23][C:24]([CH:27]([C:28]([C:30]2[CH:31]=[CH:32][C:33]([O:36][CH3:37])=[CH:34][CH:35]=2)=[O:29])[CH:10]([OH:11])[C:12]([OH:14])=[O:13])=[CH:25][CH:26]=1. (3) The product is: [CH:20]([N:19]1[C:15]([C:13]2[N:14]=[C:7]3[C:6]4[CH:24]=[C:2]([C:29]5[CH:30]=[N:25][CH:26]=[N:27][CH:28]=5)[CH:3]=[CH:4][C:5]=4[O:11][CH2:10][CH2:9][N:8]3[CH:12]=2)=[N:16][C:17]([NH2:23])=[N:18]1)([CH3:22])[CH3:21]. Given the reactants Br[C:2]1[CH:3]=[CH:4][C:5]2[O:11][CH2:10][CH2:9][N:8]3[CH:12]=[C:13]([C:15]4[N:19]([CH:20]([CH3:22])[CH3:21])[N:18]=[C:17]([NH2:23])[N:16]=4)[N:14]=[C:7]3[C:6]=2[CH:24]=1.[N:25]1[CH:30]=[C:29](B(O)O)[CH:28]=[N:27][CH:26]=1.C([O-])([O-])=O.[Cs+].[Cs+].O, predict the reaction product. (4) Given the reactants [Mg:1].II.[Br:4]C1CC1.[O:8]1[CH2:12][CH2:11][CH2:10][CH2:9]1, predict the reaction product. The product is: [CH:10]1([Mg:1][Br:4])[CH2:11][CH2:12]1.[O:8]1[CH2:12][CH2:11][CH2:10][CH2:9]1.